Dataset: Full USPTO retrosynthesis dataset with 1.9M reactions from patents (1976-2016). Task: Predict the reactants needed to synthesize the given product. (1) Given the product [ClH:1].[Cl:1][C:2]1[CH:21]=[CH:20][C:19]([O:22][CH2:23][CH2:24][NH:26][C@H:27]([CH3:30])[CH2:28][OH:29])=[CH:18][C:3]=1[C:4]([NH:6][CH2:7][C:8]12[CH2:17][CH:12]3[CH2:13][CH:14]([CH2:16][CH:10]([CH2:11]3)[CH2:9]1)[CH2:15]2)=[O:5], predict the reactants needed to synthesize it. The reactants are: [Cl:1][C:2]1[CH:21]=[CH:20][C:19]([O:22][CH2:23][CH2:24]Cl)=[CH:18][C:3]=1[C:4]([NH:6][CH2:7][C:8]12[CH2:17][CH:12]3[CH2:13][CH:14]([CH2:16][CH:10]([CH2:11]3)[CH2:9]1)[CH2:15]2)=[O:5].[NH2:26][C@H:27]([CH3:30])[CH2:28][OH:29]. (2) Given the product [CH3:1][O:2][C:3]([C:5]1[CH:9]=[CH:8][S:7][C:6]=1[C:10]1[CH:15]=[CH:14][C:13]([O:16][C:19](=[S:20])[N:18]([CH3:22])[CH3:17])=[CH:12][CH:11]=1)=[O:4], predict the reactants needed to synthesize it. The reactants are: [CH3:1][O:2][C:3]([C:5]1[CH:9]=[CH:8][S:7][C:6]=1[C:10]1[CH:15]=[CH:14][C:13]([OH:16])=[CH:12][CH:11]=1)=[O:4].[CH3:17][N:18]([CH3:22])[C:19](Cl)=[S:20].C(N(CC)CC)C.O1CCOCC1. (3) Given the product [CH3:1][N:2]1[C:6]2=[N:7][CH:8]=[C:9]([C:11]([F:14])([F:13])[F:12])[CH:10]=[C:5]2[N:4]=[C:3]1[C:15]1[CH:20]=[CH:19][CH:18]=[CH:17][C:16]=1[S:21]([CH2:22][CH2:23][CH3:24])=[O:26], predict the reactants needed to synthesize it. The reactants are: [CH3:1][N:2]1[C:6]2=[N:7][CH:8]=[C:9]([C:11]([F:14])([F:13])[F:12])[CH:10]=[C:5]2[N:4]=[C:3]1[C:15]1[CH:20]=[CH:19][CH:18]=[CH:17][C:16]=1[S:21][CH2:22][CH2:23][CH3:24].I([O-])(=O)(=O)=[O:26].[Na+].C(=O)([O-])O.[Na+].S([O-])([O-])(=O)=S.[Na+].[Na+]. (4) Given the product [N:34]([CH2:33][C:16]1[CH:15]=[C:14]([N:11]2[CH2:12][CH2:13][NH:8][CH2:9][CH2:10]2)[N:19]=[C:18]([C:20]2[CH:25]=[CH:24][N:23]=[C:22]([NH:26][CH:27]3[CH2:28][CH2:29][CH2:30][CH2:31][CH2:32]3)[CH:21]=2)[CH:17]=1)=[N+:35]=[N-:36], predict the reactants needed to synthesize it. The reactants are: C(OC([N:8]1[CH2:13][CH2:12][N:11]([C:14]2[N:19]=[C:18]([C:20]3[CH:25]=[CH:24][N:23]=[C:22]([NH:26][CH:27]4[CH2:32][CH2:31][CH2:30][CH2:29][CH2:28]4)[CH:21]=3)[CH:17]=[C:16]([CH2:33][N:34]=[N+:35]=[N-:36])[CH:15]=2)[CH2:10][CH2:9]1)=O)(C)(C)C.C(O)(C(F)(F)F)=O. (5) Given the product [Cl:15][C:13]1[CH:12]=[CH:11][C:3]([O:4][C:5]([CH3:10])([CH3:9])[C:6]([OH:8])=[O:7])=[C:2]([C:17]#[C:16][C:18]2[CH:23]=[C:22]([S:24]([CH2:27][CH2:28][CH3:29])(=[O:26])=[O:25])[CH:21]=[CH:20][C:19]=2[F:30])[CH:14]=1, predict the reactants needed to synthesize it. The reactants are: Br[C:2]1[CH:14]=[C:13]([Cl:15])[CH:12]=[CH:11][C:3]=1[O:4][C:5]([CH3:10])([CH3:9])[C:6]([O-:8])=[O:7].[C:16]([C:18]1[CH:23]=[C:22]([S:24]([CH2:27][CH2:28][CH3:29])(=[O:26])=[O:25])[CH:21]=[CH:20][C:19]=1[F:30])#[CH:17]. (6) Given the product [Cl:7][C:5]1[N:6]=[C:2]([N:14]2[CH2:19][CH2:18][O:17][CH2:16][CH2:15]2)[S:3][CH:4]=1, predict the reactants needed to synthesize it. The reactants are: Cl[C:2]1[S:3][CH:4]=[C:5]([Cl:7])[N:6]=1.C(=O)([O-])[O-].[K+].[K+].[NH:14]1[CH2:19][CH2:18][O:17][CH2:16][CH2:15]1.